The task is: Predict the reactants needed to synthesize the given product.. This data is from Full USPTO retrosynthesis dataset with 1.9M reactions from patents (1976-2016). (1) Given the product [N:17]1[CH:18]=[CH:19][CH:20]=[CH:21][C:16]=1[N:1]1[CH2:2][CH2:3][CH:4]([NH:7][C:8](=[O:14])[O:9][C:10]([CH3:11])([CH3:13])[CH3:12])[CH2:5][CH2:6]1, predict the reactants needed to synthesize it. The reactants are: [NH:1]1[CH2:6][CH2:5][CH:4]([NH:7][C:8](=[O:14])[O:9][C:10]([CH3:13])([CH3:12])[CH3:11])[CH2:3][CH2:2]1.Br[C:16]1[CH:21]=[CH:20][CH:19]=[CH:18][N:17]=1.CC1(C)C2C(=C(P(C3C=CC=CC=3)C3C=CC=CC=3)C=CC=2)OC2C(P(C3C=CC=CC=3)C3C=CC=CC=3)=CC=CC1=2.C([O-])([O-])=O.[Cs+].[Cs+]. (2) Given the product [C:43]([O:47][C:48]([NH:50][C@@H:51]([CH:55]([CH3:57])[CH3:56])[C:52]([O:27][CH2:26][CH2:25][O:24][C:17]1[CH:16]=[C:15]2[C:20]([CH:21]=[CH:22][C:13]([C:10]3[N:8]4[CH:9]=[C:4]([C@@H:3]([N:28]5[CH2:32][CH2:31][C@H:30]([NH:33][C:34]([O:35][C:36]([CH3:39])([CH3:37])[CH3:38])=[O:40])[CH2:29]5)[C:2]([F:1])([F:41])[F:42])[CH:5]=[CH:6][C:7]4=[N:12][N:11]=3)=[N:14]2)=[CH:19][C:18]=1[F:23])=[O:53])=[O:49])([CH3:46])([CH3:45])[CH3:44], predict the reactants needed to synthesize it. The reactants are: [F:1][C:2]([F:42])([F:41])[C@H:3]([N:28]1[CH2:32][CH2:31][C@H:30]([NH:33][C:34](=[O:40])[O:35][C:36]([CH3:39])([CH3:38])[CH3:37])[CH2:29]1)[C:4]1[CH:5]=[CH:6][C:7]2[N:8]([C:10]([C:13]3[CH:22]=[CH:21][C:20]4[C:15](=[CH:16][C:17]([O:24][CH2:25][CH2:26][OH:27])=[C:18]([F:23])[CH:19]=4)[N:14]=3)=[N:11][N:12]=2)[CH:9]=1.[C:43]([O:47][C:48]([NH:50][C@@H:51]([CH:55]([CH3:57])[CH3:56])[C:52](O)=[O:53])=[O:49])([CH3:46])([CH3:45])[CH3:44].C1CCC(N=C=NC2CCCCC2)CC1.O. (3) Given the product [NH2:1][CH:4]1[CH2:9][CH2:8][CH:7]([C:10]([O:12][CH2:13][CH3:14])=[O:11])[CH2:6][CH:5]1[NH:15][C:16]([O:18][C:19]([CH3:20])([CH3:22])[CH3:21])=[O:17], predict the reactants needed to synthesize it. The reactants are: [N:1]([CH:4]1[CH2:9][CH2:8][CH:7]([C:10]([O:12][CH2:13][CH3:14])=[O:11])[CH2:6][CH:5]1[NH:15][C:16]([O:18][C:19]([CH3:22])([CH3:21])[CH3:20])=[O:17])=[N+]=[N-].[H][H]. (4) The reactants are: [CH:1]([C:3]1[CH:15]=[C:14]([CH3:16])[CH:13]=[CH:12][C:4]=1[O:5][CH2:6][C:7]([O:9][CH2:10][CH3:11])=[O:8])=O.C([O-])([O-])=O.[K+].[K+]. Given the product [CH3:16][C:14]1[CH:13]=[CH:12][C:4]2[O:5][C:6]([C:7]([O:9][CH2:10][CH3:11])=[O:8])=[CH:1][C:3]=2[CH:15]=1, predict the reactants needed to synthesize it. (5) Given the product [ClH:21].[ClH:1].[N:3]1([C:7]2[N:12]=[CH:11][C:10]([C:13]3([C:16]([Cl:21])=[O:18])[CH2:15][CH2:14]3)=[CH:9][CH:8]=2)[CH2:6][CH2:5][CH2:4]1, predict the reactants needed to synthesize it. The reactants are: [ClH:1].Cl.[N:3]1([C:7]2[N:12]=[CH:11][C:10]([C:13]3([C:16]([OH:18])=O)[CH2:15][CH2:14]3)=[CH:9][CH:8]=2)[CH2:6][CH2:5][CH2:4]1.S(Cl)([Cl:21])=O. (6) Given the product [CH2:15]([O:27][C:13]1[CH:12]=[CH:11][C:7]([C:8]([OH:10])=[O:9])=[CH:6][C:5]=1[C:1]([CH3:4])([CH3:3])[CH3:2])[C:16]1[CH:21]=[CH:20][CH:19]=[CH:18][CH:17]=1, predict the reactants needed to synthesize it. The reactants are: [C:1]([C:5]1[C:6](O)=[C:7]([CH:11]=[CH:12][CH:13]=1)[C:8]([OH:10])=[O:9])([CH3:4])([CH3:3])[CH3:2].[CH2:15](Br)[C:16]1[CH:21]=[CH:20][CH:19]=[CH:18][CH:17]=1.[OH-].[K+].CC[OH:27].